Dataset: Full USPTO retrosynthesis dataset with 1.9M reactions from patents (1976-2016). Task: Predict the reactants needed to synthesize the given product. (1) Given the product [CH2:1]([C:3]1[CH:4]=[CH:5][C:6]([C@@H:9]([O:13][C:14]2[CH:15]=[C:16]3[C:20](=[CH:21][CH:22]=2)[N:19]([C:23]2[CH:24]=[CH:25][C:26]([F:29])=[CH:27][CH:28]=2)[N:18]=[CH:17]3)[C@@H:10]([NH:12][C:34](=[O:33])[CH2:35][OH:36])[CH3:11])=[CH:7][CH:8]=1)[CH3:2], predict the reactants needed to synthesize it. The reactants are: [CH2:1]([C:3]1[CH:8]=[CH:7][C:6]([C@@H:9]([O:13][C:14]2[CH:15]=[C:16]3[C:20](=[CH:21][CH:22]=2)[N:19]([C:23]2[CH:28]=[CH:27][C:26]([F:29])=[CH:25][CH:24]=2)[N:18]=[CH:17]3)[C@@H:10]([NH2:12])[CH3:11])=[CH:5][CH:4]=1)[CH3:2].C([O:33][CH2:34][C:35](Cl)=[O:36])(=O)C. (2) Given the product [C:1]12([CH2:11][C:12]([F:18])([F:17])[S:13]([O-:16])(=[O:14])=[O:15])[CH2:10][CH:5]3[CH2:4][CH:3]([CH2:9][CH:7]([CH2:6]3)[CH2:8]1)[CH2:2]2.[C:34]1([S+:27]([C:21]2[CH:22]=[CH:23][CH:24]=[CH:25][CH:26]=2)[C:28]2[CH:33]=[CH:32][CH:31]=[CH:30][CH:29]=2)[CH:35]=[CH:36][CH:37]=[CH:38][CH:39]=1, predict the reactants needed to synthesize it. The reactants are: [C:1]12([CH2:11][C:12]([F:18])([F:17])[S:13]([O-:16])(=[O:15])=[O:14])[CH2:10][CH:5]3[CH2:6][CH:7]([CH2:9][CH:3]([CH2:4]3)[CH2:2]1)[CH2:8]2.[Na+].[Br-].[C:21]1([S+:27]([C:34]2[CH:39]=[CH:38][CH:37]=[CH:36][CH:35]=2)[C:28]2[CH:33]=[CH:32][CH:31]=[CH:30][CH:29]=2)[CH:26]=[CH:25][CH:24]=[CH:23][CH:22]=1.O.